The task is: Predict the reaction yield, written as a fraction of the theoretical maximum amount of product (1.0 means a 100% yield; for example, 0.34 means a 34% yield).. This data is from Reaction yield outcomes from USPTO patents with 853,638 reactions. (1) The reactants are [Cl:1][C:2]1[CH:7]=[CH:6][C:5]([C:8](=[CH2:13])[C:9]([O:11][CH3:12])=[O:10])=[CH:4][CH:3]=1.C1COCC1.[C:19]([NH2:23])([CH3:22])([CH3:21])[CH3:20]. The catalyst is C(O)C. The product is [C:19]([NH:23][CH2:13][CH:8]([C:5]1[CH:4]=[CH:3][C:2]([Cl:1])=[CH:7][CH:6]=1)[C:9]([O:11][CH3:12])=[O:10])([CH3:22])([CH3:21])[CH3:20]. The yield is 0.930. (2) The reactants are [N:1]([CH2:4][CH2:5][NH:6]C(=O)CCCCCCCCCCCCC)=[N+:2]=[N-:3].[C:22]1([S:28](Cl)(=[O:30])=[O:29])[CH:27]=[CH:26][CH:25]=[CH:24][CH:23]=1.N(CCN)=[N+]=[N-].C(N(CC)CC)C. The catalyst is ClCCl. The product is [N:1]([CH2:4][CH2:5][NH:6][S:28]([C:22]1[CH:27]=[CH:26][CH:25]=[CH:24][CH:23]=1)(=[O:30])=[O:29])=[N+:2]=[N-:3]. The yield is 0.840. (3) The reactants are [N:1]([CH2:4][C@@H:5]([NH:9][C:10](=[O:16])[O:11][C:12]([CH3:15])([CH3:14])[CH3:13])[CH2:6][O:7][CH3:8])=[N+]=[N-]. The catalyst is CO.[Pd]. The product is [NH2:1][CH2:4][C@@H:5]([NH:9][C:10](=[O:16])[O:11][C:12]([CH3:14])([CH3:13])[CH3:15])[CH2:6][O:7][CH3:8]. The yield is 0.194. (4) The reactants are Cl[C:2]1[N:3]=[C:4]([N:22]2[CH2:27][CH2:26][O:25][CH2:24][CH2:23]2)[C:5]2[S:10][C:9]([CH2:11][N:12]3[CH2:17][CH2:16][N:15]([S:18]([CH3:21])(=[O:20])=[O:19])[CH2:14][CH2:13]3)=[CH:8][C:6]=2[N:7]=1.C([Sn](CCCC)(CCCC)[C:33]1[S:37][CH:36]=[N:35][CH:34]=1)CCC. The catalyst is CC(N(C)C)=O.C1C=CC([P]([Pd]([P](C2C=CC=CC=2)(C2C=CC=CC=2)C2C=CC=CC=2)([P](C2C=CC=CC=2)(C2C=CC=CC=2)C2C=CC=CC=2)[P](C2C=CC=CC=2)(C2C=CC=CC=2)C2C=CC=CC=2)(C2C=CC=CC=2)C2C=CC=CC=2)=CC=1. The product is [O:25]1[CH2:26][CH2:27][N:22]([C:4]2[C:5]3[S:10][C:9]([CH2:11][N:12]4[CH2:17][CH2:16][N:15]([S:18]([CH3:21])(=[O:20])=[O:19])[CH2:14][CH2:13]4)=[CH:8][C:6]=3[N:7]=[C:2]([C:33]3[S:37][CH:36]=[N:35][CH:34]=3)[N:3]=2)[CH2:23][CH2:24]1. The yield is 0.500. (5) The product is [CH3:29][N:14]1[C:15](=[O:28])[C:16]2[C:20]([NH:21][C:22]3[CH:27]=[CH:26][CH:25]=[CH:24][CH:23]=3)=[N:19][NH:18][C:17]=2[NH:12][C:13]1=[O:30]. The catalyst is ClCCCl. The reactants are [Al+3].[Cl-].[Cl-].[Cl-].COC1C=CC(C[N:12]2[C:17]3[NH:18][N:19]=[C:20]([NH:21][C:22]4[CH:27]=[CH:26][CH:25]=[CH:24][CH:23]=4)[C:16]=3[C:15](=[O:28])[N:14]([CH3:29])[C:13]2=[O:30])=CC=1.C1(OC)C=CC=CC=1. The yield is 0.990. (6) The reactants are [C:1]1([S:7]([N:10]2[C:14]3=[N:15][C:16]([O:19][CH3:20])=[CH:17][CH:18]=[C:13]3[CH:12]=[CH:11]2)(=[O:9])=[O:8])[CH:6]=[CH:5][CH:4]=[CH:3][CH:2]=1.C([N-][CH:25]([CH3:27])[CH3:26])(C)C.[Li+].C([Li])C[CH2:31][CH3:32].CCCCCC.C(NC(C)C)(C)C.[CH:47]1([CH:52]=[O:53])CCCC1. The catalyst is O1CCCC1. The product is [C:1]1([S:7]([N:10]2[C:14]3=[N:15][C:16]([O:19][CH3:20])=[CH:17][CH:18]=[C:13]3[CH:12]=[C:11]2[CH:52]([OH:53])[CH2:47][CH:26]2[CH2:25][CH2:27][CH2:32][CH2:31]2)(=[O:9])=[O:8])[CH:2]=[CH:3][CH:4]=[CH:5][CH:6]=1. The yield is 0.910. (7) The reactants are [CH3:1][CH:2]1[CH2:7][CH2:6][N:5]([S:8]([C:11]2[CH:12]=[C:13]([CH:17]=[CH:18][CH:19]=2)[C:14]([OH:16])=[O:15])(=[O:10])=[O:9])[CH2:4][CH2:3]1.S(=O)(=O)(O)O.[CH3:25]O. No catalyst specified. The product is [CH3:1][CH:2]1[CH2:7][CH2:6][N:5]([S:8]([C:11]2[CH:12]=[C:13]([CH:17]=[CH:18][CH:19]=2)[C:14]([O:16][CH3:25])=[O:15])(=[O:10])=[O:9])[CH2:4][CH2:3]1. The yield is 0.750.